From a dataset of Forward reaction prediction with 1.9M reactions from USPTO patents (1976-2016). Predict the product of the given reaction. (1) Given the reactants [CH2:1](O)[C:2]1[CH:7]=[CH:6][CH:5]=[CH:4][CH:3]=1.S(Cl)(Cl)=O.[Na+].[CH2:14]([O:21][C:22]([NH:24][CH:25]([CH2:29][CH2:30][P:31]([OH:34])([OH:33])=[O:32])[C:26]([O-:28])=[O:27])=[O:23])[C:15]1[CH:20]=[CH:19][CH:18]=[CH:17][CH:16]=1, predict the reaction product. The product is: [CH2:14]([O:21][C:22]([NH:24][CH:25]([CH2:29][CH2:30][P:31]([OH:33])([OH:34])=[O:32])[C:26]([O:28][CH2:1][C:2]1[CH:7]=[CH:6][CH:5]=[CH:4][CH:3]=1)=[O:27])=[O:23])[C:15]1[CH:20]=[CH:19][CH:18]=[CH:17][CH:16]=1. (2) Given the reactants O1CCCCC1[N:7]1[C:15]2[C:10](=[CH:11][C:12]([C:16]3[N:20]=[CH:19][N:18](C(C4C=CC=CC=4)(C4C=CC=CC=4)C4C=CC=CC=4)[N:17]=3)=[CH:13][CH:14]=2)[C:9]([C:40]2[CH:41]=[C:42]([C:46]([NH:48][CH2:49][C:50]3[CH:55]=[CH:54][CH:53]=[CH:52][CH:51]=3)=[O:47])[CH:43]=[CH:44][CH:45]=2)=[N:8]1.Cl.[OH-].[Na+], predict the reaction product. The product is: [NH:17]1[C:16]([C:12]2[CH:11]=[C:10]3[C:15](=[CH:14][CH:13]=2)[NH:7][N:8]=[C:9]3[C:40]2[CH:41]=[C:42]([C:46]([NH:48][CH2:49][C:50]3[CH:55]=[CH:54][CH:53]=[CH:52][CH:51]=3)=[O:47])[CH:43]=[CH:44][CH:45]=2)=[N:20][CH:19]=[N:18]1.